This data is from Forward reaction prediction with 1.9M reactions from USPTO patents (1976-2016). The task is: Predict the product of the given reaction. (1) Given the reactants [CH2:1]([O:8][C:9]1[C:10]([N+:16]([O-:18])=[O:17])=[N:11][C:12](Br)=[CH:13][CH:14]=1)[C:2]1[CH:7]=[CH:6][CH:5]=[CH:4][CH:3]=1.[CH3:19][O:20][C:21](=[O:28])[CH2:22][CH2:23][S:24]([O:26][Na])=[O:25], predict the reaction product. The product is: [CH2:1]([O:8][C:9]1[CH:14]=[CH:13][C:12]([S:24]([CH2:23][CH2:22][C:21]([O:20][CH3:19])=[O:28])(=[O:26])=[O:25])=[N:11][C:10]=1[N+:16]([O-:18])=[O:17])[C:2]1[CH:7]=[CH:6][CH:5]=[CH:4][CH:3]=1. (2) The product is: [C:1]([O:5][C:6]([NH:8][CH2:9][CH2:10][CH2:11][C:12](=[O:14])[N:17]([O:18][CH3:19])[CH3:16])=[O:7])([CH3:2])([CH3:3])[CH3:4]. Given the reactants [C:1]([O:5][C:6]([NH:8][CH2:9][CH2:10][CH2:11][C:12]([OH:14])=O)=[O:7])([CH3:4])([CH3:3])[CH3:2].Cl.[CH3:16][NH:17][O:18][CH3:19].O, predict the reaction product. (3) Given the reactants Br[C:2]1[CH:3]=[C:4]2[C:9](=[C:10]([N:12]3[CH2:17][CH2:16][N:15]([C:18]([O:20][C:21]([CH3:24])([CH3:23])[CH3:22])=[O:19])[CH2:14][CH2:13]3)[CH:11]=1)[N:8]=[C:7](/[CH:25]=[CH:26]/[C:27]([O:29][CH3:30])=[O:28])[CH:6]=[CH:5]2.C(=O)([O-])[O-].[K+].[K+].[CH2:37](B(CC)CC)[CH3:38], predict the reaction product. The product is: [CH2:37]([C:2]1[CH:3]=[C:4]2[C:9](=[C:10]([N:12]3[CH2:13][CH2:14][N:15]([C:18]([O:20][C:21]([CH3:24])([CH3:23])[CH3:22])=[O:19])[CH2:16][CH2:17]3)[CH:11]=1)[N:8]=[C:7](/[CH:25]=[CH:26]/[C:27]([O:29][CH3:30])=[O:28])[CH:6]=[CH:5]2)[CH3:38]. (4) Given the reactants [CH3:1][O:2][C:3]1[CH:4]=[C:5]([CH:16]=[CH:17][C:18]=1[C:19]([CH3:23])([CH3:22])[CH:20]=[O:21])[C:6]([O:8][CH2:9][C:10]1[CH:15]=[CH:14][CH:13]=[CH:12][CH:11]=1)=[O:7].[BH4-].[Na+], predict the reaction product. The product is: [OH:21][CH2:20][C:19]([C:18]1[CH:17]=[CH:16][C:5]([C:6]([O:8][CH2:9][C:10]2[CH:11]=[CH:12][CH:13]=[CH:14][CH:15]=2)=[O:7])=[CH:4][C:3]=1[O:2][CH3:1])([CH3:22])[CH3:23].